The task is: Predict the product of the given reaction.. This data is from Forward reaction prediction with 1.9M reactions from USPTO patents (1976-2016). (1) Given the reactants O[C:2]1[C:31]([O:32]C)=[CH:30][C:5]2[N:6]([C:9]3[S:13][C:12]([C:14]([O:16][CH3:17])=[O:15])=[C:11]([O:18][CH2:19][C:20]4[CH:25]=[CH:24][CH:23]=[CH:22][C:21]=4[C:26]([F:29])([F:28])[F:27])[CH:10]=3)[CH:7]=[N:8][C:4]=2[CH:3]=1.CC([Si](C1C=CC=CC=1)(C1C=CC=CC=1)OC1C=CC2N=CN(C3SC(C(OC)=O)=C(OCC4C=CC=CC=4C(F)(F)F)C=3)C=2C=1)(C)C.[F-].C([N+](CCCC)(CCCC)CCCC)CCC, predict the reaction product. The product is: [OH:32][C:31]1[CH:2]=[CH:3][C:4]2[N:8]=[CH:7][N:6]([C:9]3[S:13][C:12]([C:14]([O:16][CH3:17])=[O:15])=[C:11]([O:18][CH2:19][C:20]4[CH:25]=[CH:24][CH:23]=[CH:22][C:21]=4[C:26]([F:27])([F:29])[F:28])[CH:10]=3)[C:5]=2[CH:30]=1. (2) Given the reactants [CH:1]1([C:7]2[C:15]3[C:14](=[O:16])[NH:13][C:12]([C:17]4[CH:22]=[CH:21][C:20]([OH:23])=[CH:19][C:18]=4[O:24][CH3:25])=[N:11][C:10]=3[N:9]([CH3:26])[N:8]=2)[CH2:6][CH2:5][CH2:4][CH2:3][CH2:2]1.C1(P(C2C=CC=CC=2)C2C=CC=CC=2)C=CC=CC=1.O[C@@H:47]1[CH2:51][CH2:50][O:49][CH2:48]1.N(C(OCC)=O)=NC(OCC)=O, predict the reaction product. The product is: [CH:1]1([C:7]2[C:15]3[C:14](=[O:16])[NH:13][C:12]([C:17]4[CH:22]=[CH:21][C:20]([O:23][C@H:47]5[CH2:51][CH2:50][O:49][CH2:48]5)=[CH:19][C:18]=4[O:24][CH3:25])=[N:11][C:10]=3[N:9]([CH3:26])[N:8]=2)[CH2:2][CH2:3][CH2:4][CH2:5][CH2:6]1. (3) Given the reactants [CH3:1][O:2][C:3]1[CH:8]=[CH:7][CH:6]=[CH:5][C:4]=1[C:9]1[N:14]=[CH:13][N:12]=[C:11]([NH:15][NH2:16])[CH:10]=1.[CH3:17][C:18]([C:20]1[CH:25]=[CH:24][C:23]([N:26]([CH3:28])[CH3:27])=[CH:22][CH:21]=1)=O, predict the reaction product. The product is: [CH3:1][O:2][C:3]1[CH:8]=[CH:7][CH:6]=[CH:5][C:4]=1[C:9]1[N:14]=[CH:13][N:12]=[C:11]([NH:15][N:16]=[C:18]([C:20]2[CH:25]=[CH:24][C:23]([N:26]([CH3:28])[CH3:27])=[CH:22][CH:21]=2)[CH3:17])[CH:10]=1. (4) Given the reactants C([Si](C)(C)[O:6][C:7]1[CH:8]=[C:9]([CH:23]=[CH:24][C:25]=1[O:26][CH3:27])[C:10]([C:12]1[CH:13]=[CH:14][C:15]([Cl:22])=[C:16]([S:18]([NH2:21])(=[O:20])=[O:19])[CH:17]=1)=[O:11])(C)(C)C.[F-].C([N+](CCCC)(CCCC)CCCC)CCC, predict the reaction product. The product is: [Cl:22][C:15]1[CH:14]=[CH:13][C:12]([C:10](=[O:11])[C:9]2[CH:23]=[CH:24][C:25]([O:26][CH3:27])=[C:7]([OH:6])[CH:8]=2)=[CH:17][C:16]=1[S:18]([NH2:21])(=[O:20])=[O:19]. (5) Given the reactants [Cl:1][C:2]1[CH:3]=[CH:4][C:5]([C:30]#[N:31])=[C:6]([C:8]2[C:13]([O:14][CH3:15])=[CH:12][N:11]([CH:16]([CH2:20][C@H:21]3[CH2:26][CH2:25][C@H:24]([O:27][CH3:28])[CH2:23][CH2:22]3)[C:17](O)=[O:18])[C:10](=[O:29])[CH:9]=2)[CH:7]=1.[NH2:32][C:33]1[CH:43]=[CH:42][C:36]([C:37]([O:39][CH2:40][CH3:41])=[O:38])=[CH:35][CH:34]=1.CC(C)N=C=NC(C)C, predict the reaction product. The product is: [Cl:1][C:2]1[CH:3]=[CH:4][C:5]([C:30]#[N:31])=[C:6]([C:8]2[C:13]([O:14][CH3:15])=[CH:12][N:11]([CH:16]([CH2:20][C@H:21]3[CH2:26][CH2:25][C@H:24]([O:27][CH3:28])[CH2:23][CH2:22]3)[C:17]([NH:32][C:33]3[CH:34]=[CH:35][C:36]([C:37]([O:39][CH2:40][CH3:41])=[O:38])=[CH:42][CH:43]=3)=[O:18])[C:10](=[O:29])[CH:9]=2)[CH:7]=1. (6) Given the reactants [CH3:1][C:2]([NH:9][C:10]([C:12]1[CH:17]=[CH:16][C:15](Br)=[C:14]([O:19][CH2:20][C:21]2([CH3:25])[CH2:24][O:23][CH2:22]2)[N:13]=1)=[O:11])([C:4]1[S:5][CH:6]=[CH:7][N:8]=1)[CH3:3].Cl.[F:27][C:28]1([F:32])[CH2:31][NH:30][CH2:29]1, predict the reaction product. The product is: [CH3:1][C:2]([NH:9][C:10]([C:12]1[CH:17]=[CH:16][C:15]([N:30]2[CH2:31][C:28]([F:32])([F:27])[CH2:29]2)=[C:14]([O:19][CH2:20][C:21]2([CH3:25])[CH2:24][O:23][CH2:22]2)[N:13]=1)=[O:11])([C:4]1[S:5][CH:6]=[CH:7][N:8]=1)[CH3:3]. (7) The product is: [Cl:1][C:2]1[CH:3]=[C:4]2[C:8](=[CH:9][CH:10]=1)[N:7]([CH:35]=[C:36]([C:38]1[CH:43]=[CH:42][C:41]([F:44])=[C:40]([F:45])[CH:39]=1)[CH3:37])[C:6]1[CH:11]([CH2:16][CH3:17])[N:12]([CH3:15])[CH2:13][CH2:14][C:5]2=1. Given the reactants [Cl:1][C:2]1[CH:3]=[C:4]2[C:8](=[CH:9][CH:10]=1)[NH:7][C:6]1[CH:11]([CH2:16][CH3:17])[N:12]([CH3:15])[CH2:13][CH2:14][C:5]2=1.N1CCC[C@H]1C(O)=O.[O-]P([O-])([O-])=O.[K+].[K+].[K+].Br[CH:35]=[C:36]([C:38]1[CH:43]=[CH:42][C:41]([F:44])=[C:40]([F:45])[CH:39]=1)[CH3:37], predict the reaction product.